From a dataset of Full USPTO retrosynthesis dataset with 1.9M reactions from patents (1976-2016). Predict the reactants needed to synthesize the given product. (1) Given the product [CH3:1][C:2]1[CH:7]=[C:6]([C:8]2[NH:17][C:16](=[O:18])[C:15]3[C:10](=[CH:11][C:12]([O:30][CH3:29])=[CH:13][C:14]=3[O:19][CH2:20][CH2:21][N:22]3[CH2:26][CH2:25][CH2:24][CH2:23]3)[N:9]=2)[CH:5]=[C:4]([CH3:28])[N:3]=1, predict the reactants needed to synthesize it. The reactants are: [CH3:1][C:2]1[CH:7]=[C:6]([C:8]2[NH:17][C:16](=[O:18])[C:15]3[C:10](=[CH:11][C:12](F)=[CH:13][C:14]=3[O:19][CH2:20][CH2:21][N:22]3[CH2:26][CH2:25][CH2:24][CH2:23]3)[N:9]=2)[CH:5]=[C:4]([CH3:28])[N:3]=1.[CH3:29][O-:30].[Na+].CO.O. (2) Given the product [F:44][C:43]([F:46])([F:45])[C:41]([OH:47])=[O:42].[O:1]1[CH2:6][CH2:5][N:4]([C:7]2[C:8]3[N:9]([C:13]([C:28]4[CH:29]=[CH:30][C:31]([C:34]([OH:36])=[O:35])=[N:32][CH:33]=4)=[C:14](/[CH:16]=[CH:17]/[C:18]4[CH:27]=[CH:26][C:25]5[CH2:24][CH2:23][CH2:22][CH2:21][C:20]=5[N:19]=4)[N:15]=3)[N:10]=[CH:11][CH:12]=2)[CH2:3][CH2:2]1, predict the reactants needed to synthesize it. The reactants are: [O:1]1[CH2:6][CH2:5][N:4]([C:7]2[C:8]3[N:9]([C:13]([C:28]4[CH:29]=[CH:30][C:31]([C:34]([O:36]C(C)(C)C)=[O:35])=[N:32][CH:33]=4)=[C:14](/[CH:16]=[CH:17]/[C:18]4[CH:27]=[CH:26][C:25]5[CH2:24][CH2:23][CH2:22][CH2:21][C:20]=5[N:19]=4)[N:15]=3)[N:10]=[CH:11][CH:12]=2)[CH2:3][CH2:2]1.[C:41]([OH:47])([C:43]([F:46])([F:45])[F:44])=[O:42].